This data is from Reaction yield outcomes from USPTO patents with 853,638 reactions. The task is: Predict the reaction yield, written as a fraction of the theoretical maximum amount of product (1.0 means a 100% yield; for example, 0.34 means a 34% yield). (1) The reactants are [CH:1]1([N:4]2[C:13]3[C:8](=[CH:9][C:10]([F:25])=[C:11]([N:16]4[CH2:21][CH2:20][CH:19]([NH2:22])[C:18]([CH3:24])([CH3:23])[CH2:17]4)[C:12]=3[O:14][CH3:15])[C:7](=[O:26])[C:6]([C:27]([OH:29])=[O:28])=[CH:5]2)[CH2:3][CH2:2]1.[CH3:30][S:31]([OH:34])(=[O:33])=[O:32]. The catalyst is C(O)(C)C. The product is [CH3:30][S:31]([OH:34])(=[O:33])=[O:32].[CH:1]1([N:4]2[C:13]3[C:8](=[CH:9][C:10]([F:25])=[C:11]([N:16]4[CH2:21][CH2:20][CH:19]([NH2:22])[C:18]([CH3:24])([CH3:23])[CH2:17]4)[C:12]=3[O:14][CH3:15])[C:7](=[O:26])[C:6]([C:27]([OH:29])=[O:28])=[CH:5]2)[CH2:3][CH2:2]1. The yield is 0.840. (2) The reactants are [O:1]=[C:2]1[C:7]([C:8]([O:10][CH3:11])=[O:9])=[CH:6][CH:5]=[CH:4][NH:3]1.[F:12][C:13]1[CH:18]=[CH:17][C:16](B(O)O)=[CH:15][CH:14]=1.N1C=CC=CC=1. The catalyst is C(Cl)Cl. The product is [F:12][C:13]1[CH:18]=[CH:17][C:16]([N:3]2[CH:4]=[CH:5][CH:6]=[C:7]([C:8]([O:10][CH3:11])=[O:9])[C:2]2=[O:1])=[CH:15][CH:14]=1. The yield is 1.00. (3) The reactants are C([NH+](CC)CC)C.[C:8]12([CH2:18][O:19][C:20]([C:22]([F:28])([F:27])[S:23]([O-:26])(=[O:25])=[O:24])=[O:21])[CH2:17][CH:12]3[CH2:13][CH:14]([CH2:16][CH:10]([CH2:11]3)[CH2:9]1)[CH2:15]2.O.[Br-].[C:31]1([S+:37]([C:44]2[CH:49]=[CH:48][CH:47]=[CH:46][CH:45]=2)[C:38]2[CH:43]=[CH:42][CH:41]=[CH:40][CH:39]=2)[CH:36]=[CH:35][CH:34]=[CH:33][CH:32]=1. The catalyst is C(Cl)(Cl)Cl. The product is [C:8]12([CH2:18][O:19][C:20]([C:22]([F:28])([F:27])[S:23]([O-:26])(=[O:24])=[O:25])=[O:21])[CH2:17][CH:12]3[CH2:11][CH:10]([CH2:16][CH:14]([CH2:13]3)[CH2:15]1)[CH2:9]2.[C:44]1([S+:37]([C:31]2[CH:32]=[CH:33][CH:34]=[CH:35][CH:36]=2)[C:38]2[CH:43]=[CH:42][CH:41]=[CH:40][CH:39]=2)[CH:45]=[CH:46][CH:47]=[CH:48][CH:49]=1. The yield is 0.920. (4) The reactants are Br[C:2]([CH3:7])([CH3:6])[C:3](=[O:5])[CH3:4].[N-:8]=[N+:9]=[N-:10].[Na+]. The catalyst is CC(C)=O.O. The product is [N:8]([C:2]([CH3:7])([CH3:6])[C:3](=[O:5])[CH3:4])=[N+:9]=[N-:10]. The yield is 0.650. (5) The reactants are Br[C:2]1[CH:7]=[CH:6][CH:5]=[CH:4][N:3]=1.[CH2:8]([C:12]1[S:13][C:14]2[CH:20]=[CH:19][CH:18]=[C:17]([F:21])[C:15]=2[N:16]=1)[CH2:9][C:10]#[CH:11]. The yield is 0.0200. The product is [F:21][C:17]1[C:15]2[N:16]=[C:12]([CH2:8][CH2:9][C:10]#[C:11][C:2]3[CH:7]=[CH:6][CH:5]=[CH:4][N:3]=3)[S:13][C:14]=2[CH:20]=[CH:19][CH:18]=1. No catalyst specified. (6) The reactants are [CH3:1][C:2]1[N:6]([CH3:7])[CH:5]=[N:4][N:3]=1.[CH2:8]=[O:9]. No catalyst specified. The product is [CH3:7][N:6]1[C:2]([CH3:1])=[N:3][N:4]=[C:5]1[CH2:8][OH:9]. The yield is 0.820.